Dataset: Reaction yield outcomes from USPTO patents with 853,638 reactions. Task: Predict the reaction yield, written as a fraction of the theoretical maximum amount of product (1.0 means a 100% yield; for example, 0.34 means a 34% yield). The reactants are C([SiH2][O:6][C:7](C)(C)[C:8]1[CH:13]=[CH:12][C:11]([C@@H:14]2[CH2:19][CH2:18][C@H:17]([OH:20])[CH2:16][CH2:15]2)=[CH:10][CH:9]=1)(C)(C)C.O[C:24]1[N:25]([CH3:37])[C:26](=[O:36])[CH:27]=[C:28]([C:30]2[CH:35]=[CH:34][N:33]=[CH:32][N:31]=2)[N:29]=1.C1(P(C2C=CC=CC=2)C2C=CC=CC=2)C=CC=CC=1.N(C(OC(C)C)=O)=NC(OC(C)C)=O.[F-].C([N+](CCCC)(CCCC)CCCC)CCC.[Cl-].[NH4+]. The catalyst is O1CCCC1. The product is [OH:6][CH2:7][C:8]1[CH:9]=[CH:10][C:11]([C@H:14]2[CH2:15][CH2:16][C@H:17]([O:20][C:24]3[N:25]([CH3:37])[C:26](=[O:36])[CH:27]=[C:28]([C:30]4[CH:35]=[CH:34][N:33]=[CH:32][N:31]=4)[N:29]=3)[CH2:18][CH2:19]2)=[CH:12][CH:13]=1. The yield is 0.330.